This data is from Full USPTO retrosynthesis dataset with 1.9M reactions from patents (1976-2016). The task is: Predict the reactants needed to synthesize the given product. (1) Given the product [CH2:19]([S:21]([N:24]1[CH2:29][CH2:28][CH:27]([C:30]2[C:38]3[C:33](=[C:34]([C:47]#[N:48])[CH:35]=[C:36]([N:39]([CH3:46])[C:40]4[CH:45]=[CH:44][CH:43]=[CH:42][CH:41]=4)[CH:37]=3)[NH:32][CH:31]=2)[CH2:26][CH2:25]1)(=[O:23])=[O:22])[CH3:20], predict the reactants needed to synthesize it. The reactants are: [F-].C([N+](CCCC)(CCCC)CCCC)CCC.[CH2:19]([S:21]([N:24]1[CH2:29][CH2:28][CH:27]([C:30]2[C:38]3[C:33](=[C:34]([C:47]#[N:48])[CH:35]=[C:36]([N:39]([CH3:46])[C:40]4[CH:45]=[CH:44][CH:43]=[CH:42][CH:41]=4)[CH:37]=3)[N:32](COCC[Si](C)(C)C)[CH:31]=2)[CH2:26][CH2:25]1)(=[O:23])=[O:22])[CH3:20].CCOC(C)=O.O. (2) Given the product [C:1]([OH:8])(=[O:7])/[CH:2]=[CH:3]\[C:4]([OH:6])=[O:5].[N:9]1([C:16]2[CH:17]=[CH:18][C:19]([S:26]([C:29]3[CH:34]=[CH:33][CH:32]=[C:31]([F:35])[CH:30]=3)(=[O:28])=[O:27])=[C:20]([NH:22][C:23](=[O:25])[CH3:24])[CH:21]=2)[CH2:15][CH2:14][CH2:13][NH:12][CH2:11][CH2:10]1, predict the reactants needed to synthesize it. The reactants are: [C:1]([OH:8])(=[O:7])/[CH:2]=[CH:3]\[C:4]([OH:6])=[O:5].[N:9]1([C:16]2[CH:17]=[CH:18][C:19]([S:26]([C:29]3[CH:34]=[CH:33][CH:32]=[C:31]([F:35])[CH:30]=3)(=[O:28])=[O:27])=[C:20]([NH:22][C:23](=[O:25])[CH3:24])[CH:21]=2)[CH2:15][CH2:14][CH2:13][NH:12][CH2:11][CH2:10]1. (3) Given the product [CH2:24]([O:26][NH:27][C:21]([C:11]1[C:12]2[O:20][CH:19]=[CH:18][C:13]=2[C:14](=[O:17])[N:15]([CH3:16])[C:10]=1[NH:9][C:3]1[CH:4]=[CH:5][C:6]([I:8])=[CH:7][C:2]=1[F:1])=[O:23])[CH3:25], predict the reactants needed to synthesize it. The reactants are: [F:1][C:2]1[CH:7]=[C:6]([I:8])[CH:5]=[CH:4][C:3]=1[NH:9][C:10]1[N:15]([CH3:16])[C:14](=[O:17])[C:13]2[CH:18]=[CH:19][O:20][C:12]=2[C:11]=1[C:21]([OH:23])=O.[CH2:24]([O:26][NH2:27])[CH3:25]. (4) Given the product [Cl:1][C:2]1[CH:7]=[CH:6][C:5]([NH:8][C:9]([NH:11][C:12]2[CH:28]=[CH:27][C:15]([O:16][C:17]3[CH:22]=[CH:21][N:20]=[C:19]([C:23]([NH:34][NH2:35])=[O:25])[CH:18]=3)=[CH:14][CH:13]=2)=[O:10])=[CH:4][C:3]=1[C:29]([F:30])([F:32])[F:31], predict the reactants needed to synthesize it. The reactants are: [Cl:1][C:2]1[CH:7]=[CH:6][C:5]([NH:8][C:9]([NH:11][C:12]2[CH:28]=[CH:27][C:15]([O:16][C:17]3[CH:22]=[CH:21][N:20]=[C:19]([C:23]([O:25]C)=O)[CH:18]=3)=[CH:14][CH:13]=2)=[O:10])=[CH:4][C:3]=1[C:29]([F:32])([F:31])[F:30].O.[NH2:34][NH2:35]. (5) Given the product [Br:5][C:6]1[CH:14]=[CH:13][CH:12]=[C:11]2[C:7]=1[CH2:8][CH:9]([NH:15][C:16]([NH:22][CH2:21][CH2:20][F:19])=[O:17])[CH2:10]2, predict the reactants needed to synthesize it. The reactants are: NC(N)=O.[Br:5][C:6]1[CH:14]=[CH:13][CH:12]=[C:11]2[C:7]=1[CH2:8][CH:9]([N:15]=[C:16]=[O:17])[CH2:10]2.Cl.[F:19][CH2:20][CH2:21][NH2:22].C(N(C(C)C)CC)(C)C.